Predict the reactants needed to synthesize the given product. From a dataset of Full USPTO retrosynthesis dataset with 1.9M reactions from patents (1976-2016). Given the product [C:7]([C:6]1[CH:9]=[CH:10][C:11]([NH:13][CH2:14][CH2:15][CH2:16][CH2:17][OH:18])=[C:4]([N+:1]([O-:3])=[O:2])[CH:5]=1)#[N:8], predict the reactants needed to synthesize it. The reactants are: [N+:1]([C:4]1[CH:5]=[C:6]([CH:9]=[CH:10][C:11]=1Cl)[C:7]#[N:8])([O-:3])=[O:2].[NH2:13][CH2:14][CH2:15][CH2:16][CH2:17][OH:18].C([O-])([O-])=O.[K+].[K+].